This data is from Peptide-MHC class II binding affinity with 134,281 pairs from IEDB. The task is: Regression. Given a peptide amino acid sequence and an MHC pseudo amino acid sequence, predict their binding affinity value. This is MHC class II binding data. (1) The peptide sequence is KKTRNMTMSMSMILVGV. The MHC is DRB1_0901 with pseudo-sequence DRB1_0901. The binding affinity (normalized) is 0.851. (2) The peptide sequence is EIGAVALDYPSGTSG. The MHC is HLA-DQA10501-DQB10302 with pseudo-sequence HLA-DQA10501-DQB10302. The binding affinity (normalized) is 0.498. (3) The peptide sequence is LVTMPIGYVTHGFNL. The MHC is DRB5_0101 with pseudo-sequence DRB5_0101. The binding affinity (normalized) is 0.346. (4) The peptide sequence is PVNEALAAAGLVGVL. The MHC is DRB1_0301 with pseudo-sequence DRB1_0301. The binding affinity (normalized) is 0.412. (5) The peptide sequence is YDKSLANVSTVLTGK. The MHC is DRB1_0802 with pseudo-sequence DRB1_0802. The binding affinity (normalized) is 0.823. (6) The peptide sequence is AASLLDEDMDALEEA. The MHC is DRB1_0101 with pseudo-sequence DRB1_0101. The binding affinity (normalized) is 0.170. (7) The peptide sequence is YDKFLTNVSTVLTGK. The MHC is DRB3_0202 with pseudo-sequence DRB3_0202. The binding affinity (normalized) is 0.901.